From a dataset of Forward reaction prediction with 1.9M reactions from USPTO patents (1976-2016). Predict the product of the given reaction. (1) Given the reactants [CH2:1]([S:3]([C:6]1[CH:7]=[CH:8][C:9]2[O:14][CH2:13][C:12](=O)[NH:11][C:10]=2[CH:16]=1)(=[O:5])=[O:4])[CH3:2].B.O1CCCC1.CO.Cl, predict the reaction product. The product is: [CH2:1]([S:3]([C:6]1[CH:7]=[CH:8][C:9]2[O:14][CH2:13][CH2:12][NH:11][C:10]=2[CH:16]=1)(=[O:5])=[O:4])[CH3:2]. (2) Given the reactants [CH3:1][CH:2]([CH3:5])[CH2:3][OH:4].CC1C=CC(S(O[CH2:17][CH2:18][C@H:19]2[CH2:28][CH2:27][C:26]3[C:21](=[CH:22][CH:23]=[C:24]([C@H:29]4[CH2:38][CH2:37][C@@:31]5([NH:35]C(=O)[O:33][CH2:32]5)[CH2:30]4)[CH:25]=3)[CH2:20]2)(=O)=O)=CC=1.CC(C)([O-])C.[K+].[OH-].[Na+], predict the reaction product. The product is: [NH2:35][C@:31]1([CH2:32][OH:33])[CH2:37][CH2:38][C@H:29]([C:24]2[CH:23]=[CH:22][C:21]3[CH2:20][C@@H:19]([CH2:18][CH2:17][O:4][CH2:3][CH:2]([CH3:5])[CH3:1])[CH2:28][CH2:27][C:26]=3[CH:25]=2)[CH2:30]1.